This data is from Full USPTO retrosynthesis dataset with 1.9M reactions from patents (1976-2016). The task is: Predict the reactants needed to synthesize the given product. (1) The reactants are: [F:1][C:2]1[CH:3]=[C:4]([CH:34]=[CH:35][C:36]=1[NH:37][C:38]([NH:40][C:41]1[CH:46]=[CH:45][CH:44]=[C:43]([CH3:47])[CH:42]=1)=[O:39])[O:5][C:6]1[CH:11]=[CH:10][N:9]=[C:8]([C:12]2[NH:16][CH:15]=[C:14]([C:17]([NH:19][C@@H:20]([CH2:25][CH2:26][C:27]([O:29][C:30]([CH3:33])([CH3:32])[CH3:31])=[O:28])[C:21]([O:23]C)=[O:22])=[O:18])[CH:13]=2)[CH:7]=1.C1COCC1.CO.[OH-].[Na+].Cl. Given the product [C:30]([O:29][C:27](=[O:28])[CH2:26][CH2:25][C@H:20]([NH:19][C:17]([C:14]1[CH:13]=[C:12]([C:8]2[CH:7]=[C:6]([O:5][C:4]3[CH:34]=[CH:35][C:36]([NH:37][C:38]([NH:40][C:41]4[CH:46]=[CH:45][CH:44]=[C:43]([CH3:47])[CH:42]=4)=[O:39])=[C:2]([F:1])[CH:3]=3)[CH:11]=[CH:10][N:9]=2)[NH:16][CH:15]=1)=[O:18])[C:21]([OH:23])=[O:22])([CH3:31])([CH3:33])[CH3:32], predict the reactants needed to synthesize it. (2) Given the product [Cl:12][CH2:13][CH2:14][O:15][C:16]1[CH:21]=[CH:20][C:19]([C:22]([C:24]2[CH:29]=[CH:28][C:27]([OH:30])=[CH:26][CH:25]=2)=[C:8]([CH:5]2[CH2:6][CH2:7][CH:2]([OH:1])[CH2:3][CH2:4]2)[CH2:9][CH3:10])=[CH:18][CH:17]=1, predict the reactants needed to synthesize it. The reactants are: [OH:1][CH:2]1[CH2:7][CH2:6][CH:5]([C:8](=O)[CH2:9][CH3:10])[CH2:4][CH2:3]1.[Cl:12][CH2:13][CH2:14][O:15][C:16]1[CH:21]=[CH:20][C:19]([C:22]([C:24]2[CH:29]=[CH:28][C:27]([OH:30])=[CH:26][CH:25]=2)=O)=[CH:18][CH:17]=1. (3) Given the product [Cl:1][C:2]1[N:7]=[C:6]([S:14][CH2:13][C:12]([O:16][CH3:17])=[O:15])[C:5]([N+:9]([O-:11])=[O:10])=[CH:4][N:3]=1, predict the reactants needed to synthesize it. The reactants are: [Cl:1][C:2]1[N:7]=[C:6](Cl)[C:5]([N+:9]([O-:11])=[O:10])=[CH:4][N:3]=1.[C:12]([O:16][CH3:17])(=[O:15])[CH2:13][SH:14].C(N(CC)CC)C. (4) Given the product [Cl:20][C:21]1[C:29]([Cl:30])=[CH:28][CH:27]=[CH:26][C:22]=1[C:23](/[N:12]=[C:6]1\[S:7][C:8]([CH3:11])=[C:9]([CH3:10])[N:5]\1[CH2:4][CH2:3][O:2][CH3:1])=[O:24], predict the reactants needed to synthesize it. The reactants are: [CH3:1][O:2][CH2:3][CH2:4][N:5]1[C:9]([CH3:10])=[C:8]([CH3:11])[S:7][C:6]1=[NH:12].CCN(CC)CC.[Cl:20][C:21]1[C:29]([Cl:30])=[CH:28][CH:27]=[CH:26][C:22]=1[C:23](Cl)=[O:24]. (5) The reactants are: [F:1][C:2]1[C:7]([C:8](=[O:13])[NH:9][CH:10]([CH3:12])[CH3:11])=[CH:6][CH:5]=[C:4]([F:14])[C:3]=1[C:15]1[N:20]=[C:19]([C:21]([O:23]C)=[O:22])[CH:18]=[CH:17][C:16]=1[F:25].[Li+].[OH-]. Given the product [F:1][C:2]1[C:7]([C:8](=[O:13])[NH:9][CH:10]([CH3:11])[CH3:12])=[CH:6][CH:5]=[C:4]([F:14])[C:3]=1[C:15]1[N:20]=[C:19]([C:21]([OH:23])=[O:22])[CH:18]=[CH:17][C:16]=1[F:25], predict the reactants needed to synthesize it. (6) Given the product [Cl:22][C:4]1[C:5]2[O:9][CH:8]=[CH:7][C:6]=2[N:1]=[CH:2][N:3]=1, predict the reactants needed to synthesize it. The reactants are: [N:1]1[C:6]2[CH:7]=[CH:8][O:9][C:5]=2[C:4](=O)[NH:3][CH:2]=1.CN(C)C1C=CC=CC=1.P(Cl)(Cl)([Cl:22])=O. (7) Given the product [ClH:17].[Cl:17][C:18]1[CH:23]=[CH:22][CH:21]=[C:20]([Cl:24])[C:19]=1[CH2:25][C:26]([NH:15][C:14]([NH:13][CH2:6][C:7]1[CH:12]=[CH:11][CH:10]=[CH:9][CH:8]=1)=[NH:16])=[O:27], predict the reactants needed to synthesize it. The reactants are: [O-]CC.[Na+].Cl.[CH2:6]([NH:13][C:14]([NH2:16])=[NH:15])[C:7]1[CH:12]=[CH:11][CH:10]=[CH:9][CH:8]=1.[Cl:17][C:18]1[CH:23]=[CH:22][CH:21]=[C:20]([Cl:24])[C:19]=1[CH2:25][C:26](OC)=[O:27]. (8) Given the product [C:15]([Si:19]([CH3:33])([CH3:34])[O:20][CH:21]1[C:30]2[C:25](=[C:26]([CH2:31][N:35]3[CH2:40][CH2:39][CH2:38][CH2:37][CH2:36]3)[CH:27]=[CH:28][CH:29]=2)[O:24][CH2:23][CH2:22]1)([CH3:18])([CH3:17])[CH3:16], predict the reactants needed to synthesize it. The reactants are: [BH-](OC(C)=O)(OC(C)=O)OC(C)=O.[Na+].[C:15]([Si:19]([CH3:34])([CH3:33])[O:20][CH:21]1[C:30]2[C:25](=[C:26]([CH:31]=O)[CH:27]=[CH:28][CH:29]=2)[O:24][CH2:23][CH2:22]1)([CH3:18])([CH3:17])[CH3:16].[NH:35]1[CH2:40][CH2:39][CH2:38][CH2:37][CH2:36]1. (9) Given the product [NH2:1][C:2](=[O:37])[C@@H:3]([NH:20][C:21]([C:23]1([NH:29][C:30](=[O:36])[O:31][C:32]([CH3:35])([CH3:34])[CH3:33])[CH2:24][CH2:25][O:26][CH2:27][CH2:28]1)=[O:22])[CH2:4][C:5]1[CH:6]=[CH:7][C:8]([C:39]2[CH:44]=[CH:43][N:42]=[C:41]([O:45][CH3:46])[CH:40]=2)=[CH:9][CH:10]=1, predict the reactants needed to synthesize it. The reactants are: [NH2:1][C:2](=[O:37])[C@@H:3]([NH:20][C:21]([C:23]1([NH:29][C:30](=[O:36])[O:31][C:32]([CH3:35])([CH3:34])[CH3:33])[CH2:28][CH2:27][O:26][CH2:25][CH2:24]1)=[O:22])[CH2:4][C:5]1[CH:10]=[CH:9][C:8](B2OC(C)(C)C(C)(C)O2)=[CH:7][CH:6]=1.Br[C:39]1[CH:44]=[CH:43][N:42]=[C:41]([O:45][CH3:46])[CH:40]=1.C(=O)([O-])[O-].[Na+].[Na+]. (10) Given the product [CH2:25]([Sn:19]([CH2:15][CH2:16][CH2:17][CH3:18])([CH2:21][CH2:22][CH2:23][CH3:24])[C:2]1[S:1][C:9]2[CH:8]=[CH:7][N:6]=[CH:5][C:4]=2[CH:3]=1)[CH2:26][CH2:27][CH3:28], predict the reactants needed to synthesize it. The reactants are: [S:1]1[C:9]2[CH:8]=[CH:7][N:6]=[CH:5][C:4]=2[CH:3]=[CH:2]1.C([Li])CCC.[CH2:15]([Sn:19]([CH2:25][CH2:26][CH2:27][CH3:28])([CH2:21][CH2:22][CH2:23][CH3:24])Cl)[CH2:16][CH2:17][CH3:18].C([O-])(O)=O.[Na+].